Dataset: Catalyst prediction with 721,799 reactions and 888 catalyst types from USPTO. Task: Predict which catalyst facilitates the given reaction. Reactant: [F:1][C:2]1[CH:3]=[C:4]2[C:9](=[CH:10][C:11]=1[F:12])[N:8]=[C:7](/[CH:13]=[CH:14]/[C:15]1[CH:42]=[CH:41][C:18]3[O:19][CH2:20][C:21]4[CH:40]=[CH:39][CH:38]=[CH:37][C:22]=4[CH:23]([S:24][CH2:25][CH2:26][C:27]([NH:29][S:30]([C:33]([F:36])([F:35])[F:34])(=[O:32])=[O:31])=[O:28])[C:17]=3[CH:16]=1)[CH:6]=[CH:5]2.[Na].[ClH:44]. Product: [ClH:44].[F:1][C:2]1[CH:3]=[C:4]2[C:9](=[CH:10][C:11]=1[F:12])[N:8]=[C:7](/[CH:13]=[CH:14]/[C:15]1[CH:42]=[CH:41][C:18]3[O:19][CH2:20][C:21]4[CH:40]=[CH:39][CH:38]=[CH:37][C:22]=4[CH:23]([S:24][CH2:25][CH2:26][C:27]([NH:29][S:30]([C:33]([F:34])([F:35])[F:36])(=[O:31])=[O:32])=[O:28])[C:17]=3[CH:16]=1)[CH:6]=[CH:5]2. The catalyst class is: 30.